Dataset: PAMPA (Parallel Artificial Membrane Permeability Assay) permeability data from NCATS. Task: Regression/Classification. Given a drug SMILES string, predict its absorption, distribution, metabolism, or excretion properties. Task type varies by dataset: regression for continuous measurements (e.g., permeability, clearance, half-life) or binary classification for categorical outcomes (e.g., BBB penetration, CYP inhibition). Dataset: pampa_ncats. The drug is CC[C@@H](CO)NC(=O)[C@H]1CN([C@@H]2CC3=CN(C4=CC=CC(=C34)C2=C1)C)C. The result is 1 (high permeability).